Dataset: HIV replication inhibition screening data with 41,000+ compounds from the AIDS Antiviral Screen. Task: Binary Classification. Given a drug SMILES string, predict its activity (active/inactive) in a high-throughput screening assay against a specified biological target. (1) The drug is C[Si]1(C)[Si](C)(C)[Si](C)(C)[Si](C)(C)[Si](C)(C)[Si]1(C)C. The result is 0 (inactive). (2) The compound is CC(=O)CCn1c(=S)sc2ccccc21. The result is 0 (inactive). (3) The molecule is O=C1C=C(CCC2=CC(=O)c3ccccc3C2=O)C(=O)c2ccccc21. The result is 0 (inactive). (4) The molecule is CC(=O)C(=Cc1cccc(Br)c1)C(C)=O. The result is 0 (inactive). (5) The drug is CCCC(=O)OCC1(Cl)CCC2c3c(c4ccccc4n3C)CC1N2Cc1ccccc1. The result is 0 (inactive). (6) The compound is Br.CCC1=C(C)C(=Cc2[nH]c(CBr)c(CC)c2C)N=C1CBr. The result is 0 (inactive). (7) The molecule is CCCC[Sn](CCCC)(OC(=O)Cc1ccc(F)cc1)OC(=O)Cc1ccc(F)cc1. The result is 0 (inactive). (8) The molecule is CC(C)(C)OC(=O)N1CCC(NC(=O)NC2CCN(C(=O)OC(C)(C)C)CC2)CC1. The result is 0 (inactive).